This data is from CYP1A2 inhibition data for predicting drug metabolism from PubChem BioAssay. The task is: Regression/Classification. Given a drug SMILES string, predict its absorption, distribution, metabolism, or excretion properties. Task type varies by dataset: regression for continuous measurements (e.g., permeability, clearance, half-life) or binary classification for categorical outcomes (e.g., BBB penetration, CYP inhibition). Dataset: cyp1a2_veith. (1) The drug is CC(C)CCC[C@@H](C)[C@@H]1CC[C@@H]2[C@H]3CC[C@H]4C[C@@H](N)CC[C@@]4(C)[C@@H]3CC[C@@]12C. The result is 0 (non-inhibitor). (2) The molecule is CCCCN(CCCC)c1nc(OC)nc(-n2nnc(C(C)=O)c2C)n1. The result is 1 (inhibitor). (3) The drug is COc1ccc(-n2c(=O)c(-c3cccc(Cl)c3)nc3cncnc32)cc1. The result is 1 (inhibitor). (4) The molecule is CC1Cc2ccccc2N1C(=O)Cn1cc([N+](=O)[O-])cn1. The result is 0 (non-inhibitor). (5) The compound is N#CCCn1c(=O)c(-c2ccc(Cl)cc2)nc2cnc(Oc3cccc(Cl)c3)nc21. The result is 0 (non-inhibitor). (6) The compound is CCOC(=O)c1c(NC(=O)CSc2nnnn2C)sc(C)c1C. The result is 1 (inhibitor). (7) The compound is c1ccc(-c2nnc(SCc3nc4ccccc4[nH]3)n2Cc2ccco2)cc1. The result is 1 (inhibitor).